From a dataset of Experimentally validated miRNA-target interactions with 360,000+ pairs, plus equal number of negative samples. Binary Classification. Given a miRNA mature sequence and a target amino acid sequence, predict their likelihood of interaction. (1) The miRNA is hsa-miR-4685-3p with sequence UCUCCCUUCCUGCCCUGGCUAG. The protein sequence of the target gene is MNLAISIALLLTVLQVSRGQKVTSLTACLVDQSLRLDCRHENTSSSPIQYEFSLTRETKKHVLFGTVGVPEHTYRSRTNFTSKYNMKVLYLSAFTSKDEGTYTCALHHSGHSPPISSQNVTVLRDKLVKCEGISLLAQNTSWLLLLLLSLSLLQATDFMSL. Result: 1 (interaction). (2) The miRNA is hsa-miR-6825-3p with sequence GCGCUGACCCGCCUUCUCCGCA. The protein sequence of the target gene is MEEELPLFSGDSGKPVQATLSSLKMLDVGKWPIFSLCSEEELQLIRQACVFGSAGNEVLYTTVNDEIFVLGTNCCGCLGLGDVQSTIEPRRLDSLNGKKIACLSYGSGPHIVLATTEGEVFTWGHNAYSQLGNGTTNHGLVPCHISTNLSNKQVIEVACGSYHSLVLTSDGEVFAWGYNNSGQVGSGSTVNQPIPRRVTGCLQNKVVVTIACGQMCCMAVVDTGEVYVWGYNGNGQLGLGNSGNQPTPCRVAALQGIRVQRVACGYAHTLVLTDEGQVYAWGANSYGQLGTGNKSNQSYP.... Result: 0 (no interaction). (3) The miRNA is rno-miR-1-3p with sequence UGGAAUGUAAAGAAGUGUGUAU. The protein sequence of the target gene is MGRMHAPGKGLSQSALPYRRSVPTWLKLTSDDVKEQIYKLAKKGLTPSQIGVILRDSHGVAQVRFVTGNKILRILKSKGLAPDLPEDLYHLIKKAVAVRKHLERNRKDKDAKFRLILIESRIHRLARYYKTKRVLPPNWKYESSTASALVA. Result: 0 (no interaction). (4) The miRNA is hsa-miR-1200 with sequence CUCCUGAGCCAUUCUGAGCCUC. The protein sequence of the target gene is MASCRAWNLRVLVAVVCGLLTGIILGLGIWRIVIRIQRGKSTSSSSTPTEFCRNGGTWENGRCICTEEWKGLRCTIANFCENSTYMGFTFARIPVGRYGPSLQTCGKDTPNAGNPMAVRLCSLSLYGEIELQKVTIGNCNENLETLEKQVKDVTAPLNNISSEVQILTSDANKLTAENITSATRVVGQIFNTSRNASPEAKKVAIVTVSQLLDASEDAFQRVAATANDDALTTLIEQMETYSLSLGNQSVVEPNIAIQSANFSSENAVGPSNVRFSVQKGASSSLVSSSTFIHTNVDGLN.... Result: 0 (no interaction). (5) The miRNA is mmu-miR-425-5p with sequence AAUGACACGAUCACUCCCGUUGA. The protein sequence of the target gene is MDSFDPQQLGLSPARFAGTFGSGAASVSCSRLRQVQSVLTQSSKSQPDGILCILGIDSRYNEGCRELANYLLFGLYSQNATDFEKTGFSEEILDDVILLIKSDSVHLYCNPVNYRYLLPYVAHWRNLHFHCMTENEYEDEEAAEEFKISSFVDMVRDCSRIGIPYSSQGHLQIFDMFVVEKWPIVQAFALEGIGGDGFFTMKYELQDVSLSLWNVYSRMDPASLENMLSEDLAVFEHQWTSFFANFDTEIPFLLELSESQAGEPFRSYFGHGMLSSHITENSPHRQPFVLFGNHSTRDNL.... Result: 1 (interaction). (6) The miRNA is hsa-miR-499a-5p with sequence UUAAGACUUGCAGUGAUGUUU. The protein sequence of the target gene is MAIEMQQIIELILAIFLPPLAIFIHGNDCNMHVAVNIILCFFFFVPAVIHALWYCFFRA. Result: 0 (no interaction). (7) The miRNA is hsa-miR-365b-5p with sequence AGGGACUUUCAGGGGCAGCUGU. The protein sequence of the target gene is MRLIRNIYIFCSIVMTAEGDAPELPEERELMTNCSNMSLRKVPADLTPATTTLDLSYNLLFQLQSSDFHSVSKLRVLILCHNRIQQLDLKTFEFNKELRYLDLSNNRLKSVTWYLLAGLRYLDLSFNDFDTMPICEEAGNMSHLEILGLSGAKIQKSDFQKIAHLHLNTVFLGFRTLPHYEEGSLPILNTTKLHIVLPMDTNFWVLLRDGIKTSKILEMTNIDGKSQFVSYEMQRNLSLENAKTSVLLLNKVDLLWDDLFLILQFVWHTSVEHFQIRNVTFGGKAYLDHNSFDYSNTVMR.... Result: 1 (interaction).